Predict the reactants needed to synthesize the given product. From a dataset of Full USPTO retrosynthesis dataset with 1.9M reactions from patents (1976-2016). (1) Given the product [C:20]([NH:23][C@H:24]([C:27]([OH:29])=[O:28])[CH2:25][S:26][C:5](=[O:7])[CH2:4][CH2:3][CH2:2][Br:1])(=[O:22])[CH3:21], predict the reactants needed to synthesize it. The reactants are: [Br:1][CH2:2][CH2:3][CH2:4][C:5]([OH:7])=O.C(N1C=CN=C1)(N1C=CN=C1)=O.[C:20]([NH:23][C@H:24]([C:27]([OH:29])=[O:28])[CH2:25][SH:26])(=[O:22])[CH3:21].CC[O-].[Na+]. (2) Given the product [CH3:1][O:2][C:3]1[CH:10]=[C:9]([O:11][CH3:12])[CH:8]=[CH:7][C:4]=1[CH2:5][NH:6][C:31]([C:27]1[NH:28][CH:29]=[CH:30][C:26]=1[C:23]1[CH:22]=[CH:21][C:20]([N+:17]([O-:19])=[O:18])=[CH:25][CH:24]=1)=[O:32], predict the reactants needed to synthesize it. The reactants are: [CH3:1][O:2][C:3]1[CH:10]=[C:9]([O:11][CH3:12])[CH:8]=[CH:7][C:4]=1[CH2:5][NH2:6].C[Al](C)C.[N+:17]([C:20]1[CH:25]=[CH:24][C:23]([C:26]2[CH:30]=[CH:29][NH:28][C:27]=2[C:31](OC)=[O:32])=[CH:22][CH:21]=1)([O-:19])=[O:18]. (3) Given the product [C:1]([O:5][C:6](=[O:22])[CH2:7][CH2:8][N:9]1[CH2:14][CH2:13][O:12][CH:11]([C:15]2[CH:16]=[CH:17][C:18]([O:21][C:25]3[C:24]([Cl:23])=[CH:29][CH:28]=[CH:27][C:26]=3[Cl:30])=[CH:19][CH:20]=2)[CH2:10]1)([CH3:4])([CH3:2])[CH3:3], predict the reactants needed to synthesize it. The reactants are: [C:1]([O:5][C:6](=[O:22])[CH2:7][CH2:8][N:9]1[CH2:14][CH2:13][O:12][CH:11]([C:15]2[CH:20]=[CH:19][C:18]([OH:21])=[CH:17][CH:16]=2)[CH2:10]1)([CH3:4])([CH3:3])[CH3:2].[Cl:23][C:24]1[CH:29]=[CH:28][CH:27]=[C:26]([Cl:30])[C:25]=1F.C([O-])([O-])=O.[K+].[K+]. (4) Given the product [F:2][C:3]1[CH:8]=[CH:7][C:6]([N:9]2[C:20]([C:22]3[CH:32]=[CH:31][C:25]4[O:26][CH2:27][C:28](=[O:30])[NH:29][C:24]=4[CH:23]=3)=[C:14]([C:15]([O:17][CH2:18][CH3:19])=[O:16])[CH:13]=[N:10]2)=[CH:5][CH:4]=1, predict the reactants needed to synthesize it. The reactants are: Cl.[F:2][C:3]1[CH:8]=[CH:7][C:6]([NH:9][NH2:10])=[CH:5][CH:4]=1.CN(C)[CH:13]=[C:14]([C:20]([C:22]1[CH:32]=[CH:31][C:25]2[O:26][CH2:27][C:28](=[O:30])[NH:29][C:24]=2[CH:23]=1)=O)[C:15]([O:17][CH2:18][CH3:19])=[O:16]. (5) The reactants are: [CH2:1]([N:4]1[C:16]2[CH:15]=[CH:14][C:13]([C:17](=[O:19])[CH3:18])=[CH:12][C:11]=2[C:10]2[C:5]1=[CH:6][CH:7]=[CH:8][CH:9]=2)[CH2:2][CH3:3].[Br:20]N1C(=O)CCC1=O. Given the product [Br:20][C:8]1[CH:9]=[C:10]2[C:5](=[CH:6][CH:7]=1)[N:4]([CH2:1][CH2:2][CH3:3])[C:16]1[CH:15]=[CH:14][C:13]([C:17](=[O:19])[CH3:18])=[CH:12][C:11]2=1, predict the reactants needed to synthesize it. (6) Given the product [Cl:2][C:3]1[C:8]([C:9]2[NH:11][CH:20]=[C:21]([C:23]3[N:24]([CH:29]([CH3:31])[CH3:30])[N:25]=[C:26]([CH3:28])[N:27]=3)[N:10]=2)=[CH:7][N:6]=[C:5]([O:12][CH3:13])[CH:4]=1, predict the reactants needed to synthesize it. The reactants are: Cl.[Cl:2][C:3]1[C:8]([C:9]([NH2:11])=[NH:10])=[CH:7][N:6]=[C:5]([O:12][CH3:13])[CH:4]=1.C(=O)(O)[O-].[K+].Br[CH2:20][C:21]([C:23]1[N:24]([CH:29]([CH3:31])[CH3:30])[N:25]=[C:26]([CH3:28])[N:27]=1)=O. (7) Given the product [F:1][C:2]1[CH:7]=[CH:6][C:5]([CH2:10][CH2:9][C:11]2([NH2:17])[CH2:16][CH2:15][CH2:14][CH2:13][CH2:12]2)=[CH:4][CH:3]=1, predict the reactants needed to synthesize it. The reactants are: [F:1][C:2]1[CH:7]=[CH:6][C:5](I)=[CH:4][CH:3]=1.[C:9]([C:11]1([NH2:17])[CH2:16][CH2:15][CH2:14][CH2:13][CH2:12]1)#[CH:10].C(NC(C)C)(C)C.C1(C)C=CC=CC=1. (8) Given the product [Br:1][C:2]1[CH:10]=[CH:9][C:5]([C:6]([O:8][CH3:20])=[O:7])=[C:4]([S:11]([CH3:14])(=[O:13])=[O:12])[CH:3]=1, predict the reactants needed to synthesize it. The reactants are: [Br:1][C:2]1[CH:10]=[CH:9][C:5]([C:6]([OH:8])=[O:7])=[C:4]([S:11]([CH3:14])(=[O:13])=[O:12])[CH:3]=1.S(=O)(=O)(O)O.[CH3:20]O.